This data is from Reaction yield outcomes from USPTO patents with 853,638 reactions. The task is: Predict the reaction yield, written as a fraction of the theoretical maximum amount of product (1.0 means a 100% yield; for example, 0.34 means a 34% yield). The reactants are Br[CH2:2][C:3]1[NH:8][C:7]([C:9]2[S:10][CH:11]=[CH:12][N:13]=2)=[N:6][CH:5]([C:14]2[CH:19]=[CH:18][C:17]([Cl:20])=[CH:16][C:15]=2[Cl:21])[C:4]=1[C:22]([O:24][CH2:25][CH3:26])=[O:23].C([O-])([O-])=O.[K+].[K+].[NH:33]1[CH2:38][CH2:37][S:36](=[O:40])(=[O:39])[CH2:35][C@H:34]1[C:41]([OH:43])=[O:42]. The catalyst is C(O)C. The product is [Cl:21][C:15]1[CH:16]=[C:17]([Cl:20])[CH:18]=[CH:19][C:14]=1[CH:5]1[N:6]=[C:7]([C:9]2[S:10][CH:11]=[CH:12][N:13]=2)[NH:8][C:3]([CH2:2][N:33]2[CH2:38][CH2:37][S:36](=[O:39])(=[O:40])[CH2:35][C@H:34]2[C:41]([OH:43])=[O:42])=[C:4]1[C:22]([O:24][CH2:25][CH3:26])=[O:23]. The yield is 0.0840.